Dataset: Reaction yield outcomes from USPTO patents with 853,638 reactions. Task: Predict the reaction yield, written as a fraction of the theoretical maximum amount of product (1.0 means a 100% yield; for example, 0.34 means a 34% yield). (1) The reactants are [CH:1]1([C:4]2[NH:8][N:7]=[C:6]([NH:9][C:10]3[CH:15]=[C:14](F)[CH:13]=[CH:12][C:11]=3[N+:17]([O-:19])=[O:18])[CH:5]=2)[CH2:3][CH2:2]1.[F:20][C:21]1[CH:26]=[CH:25][C:24]([C@@H:27]([NH2:29])[CH3:28])=[CH:23][CH:22]=1.CCN(C(C)C)C(C)C. The catalyst is CCCCO. The product is [CH:1]1([C:4]2[NH:8][N:7]=[C:6]([NH:9][C:10]3[CH:15]=[C:14]([NH:29][C@H:27]([C:24]4[CH:25]=[CH:26][C:21]([F:20])=[CH:22][CH:23]=4)[CH3:28])[CH:13]=[CH:12][C:11]=3[N+:17]([O-:19])=[O:18])[CH:5]=2)[CH2:3][CH2:2]1. The yield is 0.970. (2) The reactants are [CH3:1][N:2]1[C:10]2[C:5](=[C:6]([CH3:11])[CH:7]=[CH:8][CH:9]=2)[CH:4]=[CH:3]1.[Li]CCCC.[C:17](=[O:19])=[O:18].O. The catalyst is CCOCC. The yield is 0.264. The product is [CH3:1][N:2]1[C:10]2[C:5](=[C:6]([CH3:11])[CH:7]=[CH:8][CH:9]=2)[CH:4]=[C:3]1[C:17]([OH:19])=[O:18]. (3) The product is [Cl:10][C:11]1[CH:16]=[CH:15][C:14]([C@@H:17]2[CH2:22][CH2:21][N:20]([CH2:23][C:24]([F:27])([F:26])[F:25])[CH2:19][C@H:18]2[CH2:28][O:29][C:30]2[C:35]([F:36])=[CH:34][C:33]([S:37]([NH:40][C:41]3[S:45][N:44]=[CH:43][N:42]=3)(=[O:38])=[O:39])=[C:32]([F:57])[CH:31]=2)=[CH:13][CH:12]=1. The reactants are N1(C([O-])=O)CCCCC1.[Cl:10][C:11]1[CH:16]=[CH:15][C:14]([C@@H:17]2[CH2:22][CH2:21][N:20]([CH2:23][C:24]([F:27])([F:26])[F:25])[CH2:19][C@H:18]2[CH2:28][O:29][C:30]2[C:35]([F:36])=[CH:34][C:33]([S:37]([N:40](CC3C=CC(OC)=CC=3OC)[C:41]3[S:45][N:44]=[CH:43][N:42]=3)(=[O:39])=[O:38])=[C:32]([F:57])[CH:31]=2)=[CH:13][CH:12]=1. The yield is 0.140. No catalyst specified.